Dataset: Acute oral toxicity (LD50) regression data from Zhu et al.. Task: Regression/Classification. Given a drug SMILES string, predict its toxicity properties. Task type varies by dataset: regression for continuous values (e.g., LD50, hERG inhibition percentage) or binary classification for toxic/non-toxic outcomes (e.g., AMES mutagenicity, cardiotoxicity, hepatotoxicity). Dataset: ld50_zhu. (1) The drug is Cc1ccccc1N. The rat oral LD50 is 2.20, given as -log10 of the dose in mol/kg body weight (higher means more acutely toxic). (2) The drug is O=c1[nH]c(=O)n(C2CC(O)C(CO)O2)cc1Br. The rat oral LD50 is 1.56, given as -log10 of the dose in mol/kg body weight (higher means more acutely toxic). (3) The molecule is CCCCC(CC)COCCC#N. The rat oral LD50 is 1.57, given as -log10 of the dose in mol/kg body weight (higher means more acutely toxic).